From a dataset of Reaction yield outcomes from USPTO patents with 853,638 reactions. Predict the reaction yield, written as a fraction of the theoretical maximum amount of product (1.0 means a 100% yield; for example, 0.34 means a 34% yield). The reactants are [CH:1]([C:3]1([C:9]([O:11][CH2:12][CH3:13])=[O:10])[CH2:8][CH2:7][NH:6][CH2:5][CH2:4]1)=[CH2:2].[CH3:14][S:15](Cl)(=[O:17])=[O:16]. The catalyst is C(Cl)Cl. The product is [CH3:14][S:15]([N:6]1[CH2:5][CH2:4][C:3]([CH:1]=[CH2:2])([C:9]([O:11][CH2:12][CH3:13])=[O:10])[CH2:8][CH2:7]1)(=[O:17])=[O:16]. The yield is 0.980.